This data is from NCI-60 drug combinations with 297,098 pairs across 59 cell lines. The task is: Regression. Given two drug SMILES strings and cell line genomic features, predict the synergy score measuring deviation from expected non-interaction effect. Drug 1: C1=C(C(=O)NC(=O)N1)N(CCCl)CCCl. Drug 2: CCCS(=O)(=O)NC1=C(C(=C(C=C1)F)C(=O)C2=CNC3=C2C=C(C=N3)C4=CC=C(C=C4)Cl)F. Cell line: RPMI-8226. Synergy scores: CSS=24.6, Synergy_ZIP=2.89, Synergy_Bliss=4.15, Synergy_Loewe=-7.88, Synergy_HSA=-0.0867.